From a dataset of NCI-60 drug combinations with 297,098 pairs across 59 cell lines. Regression. Given two drug SMILES strings and cell line genomic features, predict the synergy score measuring deviation from expected non-interaction effect. (1) Drug 1: CC1C(C(CC(O1)OC2CC(CC3=C2C(=C4C(=C3O)C(=O)C5=C(C4=O)C(=CC=C5)OC)O)(C(=O)C)O)N)O.Cl. Drug 2: C(CCl)NC(=O)N(CCCl)N=O. Cell line: K-562. Synergy scores: CSS=35.1, Synergy_ZIP=-0.271, Synergy_Bliss=4.08, Synergy_Loewe=-6.10, Synergy_HSA=3.19. (2) Drug 1: CC1=C(C=C(C=C1)NC2=NC=CC(=N2)N(C)C3=CC4=NN(C(=C4C=C3)C)C)S(=O)(=O)N.Cl. Drug 2: CC(C)CN1C=NC2=C1C3=CC=CC=C3N=C2N. Cell line: HCT116. Synergy scores: CSS=-2.13, Synergy_ZIP=1.07, Synergy_Bliss=-0.676, Synergy_Loewe=-2.46, Synergy_HSA=-2.48.